Dataset: Forward reaction prediction with 1.9M reactions from USPTO patents (1976-2016). Task: Predict the product of the given reaction. (1) Given the reactants Cl[C:2]1[N:7]=[C:6]([C:8]2[CH:9]=[C:10]([CH:13]=[C:14]([N:16]3[CH2:21][CH2:20][O:19][CH2:18][CH2:17]3)[CH:15]=2)[C:11]#[N:12])[CH:5]=[CH:4][N:3]=1.[CH3:22][O:23][CH:24]1[CH2:29][CH2:28][N:27]([C:30]2[N:34]=[CH:33][N:32]([C:35]3[CH:41]=[CH:40][C:38]([NH2:39])=[CH:37][CH:36]=3)[N:31]=2)[CH2:26][CH2:25]1, predict the reaction product. The product is: [CH3:22][O:23][CH:24]1[CH2:29][CH2:28][N:27]([C:30]2[N:34]=[CH:33][N:32]([C:35]3[CH:41]=[CH:40][C:38]([NH:39][C:2]4[N:7]=[C:6]([C:8]5[CH:9]=[C:10]([CH:13]=[C:14]([N:16]6[CH2:21][CH2:20][O:19][CH2:18][CH2:17]6)[CH:15]=5)[C:11]#[N:12])[CH:5]=[CH:4][N:3]=4)=[CH:37][CH:36]=3)[N:31]=2)[CH2:26][CH2:25]1. (2) Given the reactants [CH3:1][O:2][C:3]1[CH:11]=[CH:10][C:6]([C:7](O)=[O:8])=[CH:5][C:4]=1/[CH:12]=[CH:13]/[C:14]1[CH:19]=[CH:18][C:17]([O:20][C:21]([F:24])([F:23])[F:22])=[CH:16][CH:15]=1.[NH2:25][CH2:26][C@H:27]([OH:32])[C@@H:28]([OH:31])[CH2:29][OH:30], predict the reaction product. The product is: [CH3:1][O:2][C:3]1[CH:11]=[CH:10][C:6]([C:7]([NH:25][CH2:26][C@H:27]([OH:32])[C@@H:28]([OH:31])[CH2:29][OH:30])=[O:8])=[CH:5][C:4]=1/[CH:12]=[CH:13]/[C:14]1[CH:15]=[CH:16][C:17]([O:20][C:21]([F:24])([F:22])[F:23])=[CH:18][CH:19]=1. (3) Given the reactants [CH3:1][C:2]1[N:7]=[C:6]([C:8]2[CH:13]=[CH:12][C:11]([C:14]([F:17])([F:16])[F:15])=[CH:10][CH:9]=2)[C:5]([C:18]([NH:20][C:21]2[CH:26]=[CH:25][C:24]([N:27]([CH2:35][CH2:36][C:37]3[CH:42]=[CH:41][CH:40]=[CH:39][N:38]=3)C(=O)OC(C)(C)C)=[CH:23][CH:22]=2)=[O:19])=[CH:4][N:3]=1.FC(F)(F)C(O)=O.C(OCC)(=O)C.C(=O)([O-])[O-].[K+].[K+], predict the reaction product. The product is: [CH3:1][C:2]1[N:7]=[C:6]([C:8]2[CH:13]=[CH:12][C:11]([C:14]([F:16])([F:15])[F:17])=[CH:10][CH:9]=2)[C:5]([C:18]([NH:20][C:21]2[CH:26]=[CH:25][C:24]([NH:27][CH2:35][CH2:36][C:37]3[CH:42]=[CH:41][CH:40]=[CH:39][N:38]=3)=[CH:23][CH:22]=2)=[O:19])=[CH:4][N:3]=1. (4) Given the reactants Br[C:2]1[C:11]2[C:6](=[CH:7][CH:8]=[CH:9][CH:10]=2)[C:5]([S:12]([NH:15][C:16]([CH3:19])([CH3:18])[CH3:17])(=[O:14])=[O:13])=[CH:4][CH:3]=1.O.[NH2:21][NH2:22], predict the reaction product. The product is: [C:16]([NH:15][S:12]([C:5]1[C:6]2[C:11](=[CH:10][CH:9]=[CH:8][CH:7]=2)[C:2]([NH:21][NH2:22])=[CH:3][CH:4]=1)(=[O:14])=[O:13])([CH3:19])([CH3:18])[CH3:17]. (5) Given the reactants [NH2:1][C:2]1[CH:3]=[C:4]([CH:8]=[C:9](Br)[CH:10]=1)[C:5]([OH:7])=[O:6].[C:12]1(B(O)O)[CH:17]=[CH:16][CH:15]=[CH:14][CH:13]=1.C(=O)([O-])[O-].[K+].[K+].Cl, predict the reaction product. The product is: [NH2:1][C:2]1[CH:3]=[C:4]([C:5]([OH:7])=[O:6])[CH:8]=[C:9]([C:12]2[CH:17]=[CH:16][CH:15]=[CH:14][CH:13]=2)[CH:10]=1.